Dataset: Reaction yield outcomes from USPTO patents with 853,638 reactions. Task: Predict the reaction yield, written as a fraction of the theoretical maximum amount of product (1.0 means a 100% yield; for example, 0.34 means a 34% yield). The reactants are [F:1][C:2]1[CH:7]=[CH:6][C:5]([N:8]2[C:12]([CH2:13][OH:14])=[CH:11][C:10]([C:15]([F:18])([F:17])[F:16])=[N:9]2)=[CH:4][C:3]=1[C:19]#[N:20].I([O-])(=O)(=O)=[O:22].[Na+]. The catalyst is C(#N)C.O.[Ru](Cl)(Cl)Cl. The product is [F:1][C:2]1[CH:7]=[CH:6][C:5]([N:8]2[C:12]([C:13]([OH:22])=[O:14])=[CH:11][C:10]([C:15]([F:17])([F:16])[F:18])=[N:9]2)=[CH:4][C:3]=1[C:19]#[N:20]. The yield is 0.570.